From a dataset of Forward reaction prediction with 1.9M reactions from USPTO patents (1976-2016). Predict the product of the given reaction. (1) Given the reactants Br[C:2]1[CH:3]=[C:4]2[C:9](=[CH:10][CH:11]=1)[N:8]=[C:7]([C:12]1[CH:17]=[CH:16][C:15]([F:18])=[CH:14][CH:13]=1)[CH:6]=[CH:5]2.[C:19]([O:28][CH3:29])(=[O:27])[C:20]1[C:21](=[CH:23][CH:24]=[CH:25][CH:26]=1)[SH:22].C(N(CC)C(C)C)(C)C.C1(P(C2C=CC=CC=2)C2C3OC4C(=CC=CC=4P(C4C=CC=CC=4)C4C=CC=CC=4)C(C)(C)C=3C=CC=2)C=CC=CC=1, predict the reaction product. The product is: [F:18][C:15]1[CH:16]=[CH:17][C:12]([C:7]2[CH:6]=[CH:5][C:4]3[C:9](=[CH:10][CH:11]=[C:2]([S:22][C:21]4[CH:23]=[CH:24][CH:25]=[CH:26][C:20]=4[C:19]([O:28][CH3:29])=[O:27])[CH:3]=3)[N:8]=2)=[CH:13][CH:14]=1. (2) Given the reactants [NH2:1][C:2]1[CH:7]=[CH:6][C:5]([Cl:8])=[CH:4][N:3]=1.[C:9](Cl)(Cl)=S.[Cl:13][C:14]1[CH:19]=[CH:18][CH:17]=[C:16]([Cl:20])[C:15]=1[C:21]1[NH:22][C:23]2[CH:29]=[C:28]([C:30]([NH:32][NH2:33])=[O:31])[CH:27]=[CH:26][C:24]=2[N:25]=1.CCN=C=NCCCN(C)C, predict the reaction product. The product is: [Cl:8][C:5]1[CH:6]=[CH:7][C:2]([NH:1][C:9]2[O:31][C:30]([C:28]3[CH:27]=[CH:26][C:24]4[N:25]=[C:21]([C:15]5[C:16]([Cl:20])=[CH:17][CH:18]=[CH:19][C:14]=5[Cl:13])[NH:22][C:23]=4[CH:29]=3)=[N:32][N:33]=2)=[N:3][CH:4]=1.